From a dataset of Forward reaction prediction with 1.9M reactions from USPTO patents (1976-2016). Predict the product of the given reaction. Given the reactants [CH3:1][O:2][C:3]1[CH:8]=[CH:7][C:6]([NH:9][NH2:10])=[CH:5][CH:4]=1.[CH3:11][C:12]([CH3:19])([CH3:18])[C:13](=O)[CH2:14][C:15]#[N:16], predict the reaction product. The product is: [C:12]([C:13]1[CH:14]=[C:15]([NH2:16])[N:9]([C:6]2[CH:7]=[CH:8][C:3]([O:2][CH3:1])=[CH:4][CH:5]=2)[N:10]=1)([CH3:19])([CH3:18])[CH3:11].